Dataset: Catalyst prediction with 721,799 reactions and 888 catalyst types from USPTO. Task: Predict which catalyst facilitates the given reaction. (1) Reactant: [N+:1]([C:4]1[CH:5]=[C:6]([C@H:28]2[CH2:33][CH2:32][C@H:31]([CH2:34][C:35]([O:37][CH3:38])=[O:36])[CH2:30][CH2:29]2)[CH:7]=[CH:8][C:9]=1[NH:10][C:11]([C:13]1[O:14][C:15]([NH:18][C:19]2[CH:24]=[C:23]([F:25])[C:22]([F:26])=[CH:21][C:20]=2[F:27])=[N:16][N:17]=1)=[O:12])([O-])=O.CO.O1CCOCC1. Product: [NH2:1][C:4]1[CH:5]=[C:6]([C@H:28]2[CH2:29][CH2:30][C@H:31]([CH2:34][C:35]([O:37][CH3:38])=[O:36])[CH2:32][CH2:33]2)[CH:7]=[CH:8][C:9]=1[NH:10][C:11]([C:13]1[O:14][C:15]([NH:18][C:19]2[CH:24]=[C:23]([F:25])[C:22]([F:26])=[CH:21][C:20]=2[F:27])=[N:16][N:17]=1)=[O:12]. The catalyst class is: 354. (2) Reactant: [CH3:1][O:2][C:3]1[CH:4]=[C:5]([NH:13][C:14]([CH:16]2[CH2:21][CH:20]([O:22][CH2:23][CH2:24][CH2:25][CH2:26][CH2:27][CH2:28][CH2:29][CH2:30][CH2:31][CH2:32][CH2:33][CH2:34][CH2:35][CH2:36][CH2:37][CH2:38][CH2:39][CH3:40])[CH:19]([O:41][CH2:42][CH2:43][CH2:44][CH2:45][CH2:46][CH2:47][CH2:48][CH2:49][CH2:50][CH2:51][CH2:52][CH2:53][CH2:54][CH2:55][CH2:56][CH2:57][CH2:58][CH3:59])[CH:18]([O:60][CH2:61][CH2:62][CH2:63][CH2:64][CH2:65][CH2:66][CH2:67][CH2:68][CH2:69][CH2:70][CH2:71][CH2:72][CH2:73][CH2:74][CH2:75][CH2:76][CH2:77][CH3:78])[CH2:17]2)=[O:15])[CH:6]=[CH:7][C:8]=1[C:9](OC)=[O:10].CC(C[AlH]CC(C)C)C.C1(C)C=CC=CC=1.Cl. Product: [OH:10][CH2:9][C:8]1[CH:7]=[CH:6][C:5]([NH:13][C:14]([CH:16]2[CH2:21][CH:20]([O:22][CH2:23][CH2:24][CH2:25][CH2:26][CH2:27][CH2:28][CH2:29][CH2:30][CH2:31][CH2:32][CH2:33][CH2:34][CH2:35][CH2:36][CH2:37][CH2:38][CH2:39][CH3:40])[CH:19]([O:41][CH2:42][CH2:43][CH2:44][CH2:45][CH2:46][CH2:47][CH2:48][CH2:49][CH2:50][CH2:51][CH2:52][CH2:53][CH2:54][CH2:55][CH2:56][CH2:57][CH2:58][CH3:59])[CH:18]([O:60][CH2:61][CH2:62][CH2:63][CH2:64][CH2:65][CH2:66][CH2:67][CH2:68][CH2:69][CH2:70][CH2:71][CH2:72][CH2:73][CH2:74][CH2:75][CH2:76][CH2:77][CH3:78])[CH2:17]2)=[O:15])=[CH:4][C:3]=1[O:2][CH3:1]. The catalyst class is: 1.